Dataset: Forward reaction prediction with 1.9M reactions from USPTO patents (1976-2016). Task: Predict the product of the given reaction. (1) Given the reactants [Cl:1][C:2]1[CH:3]=[N:4][N:5]([CH3:37])[C:6]=1[N:7]1[CH:11]=[C:10]([C:12]([NH:14][C@H:15]([CH2:25][N:26]2C(=O)C3C(=CC=CC=3)C2=O)[CH2:16][C:17]2[CH:22]=[CH:21][C:20]([F:23])=[C:19]([F:24])[CH:18]=2)=[O:13])[N:9]=[CH:8]1.O.NN, predict the reaction product. The product is: [NH2:26][CH2:25][C@@H:15]([NH:14][C:12]([C:10]1[N:9]=[CH:8][N:7]([C:6]2[N:5]([CH3:37])[N:4]=[CH:3][C:2]=2[Cl:1])[CH:11]=1)=[O:13])[CH2:16][C:17]1[CH:22]=[CH:21][C:20]([F:23])=[C:19]([F:24])[CH:18]=1. (2) The product is: [NH2:1][C:2]1[C:11]2[N:12]=[C:13]([CH2:20][O:21][N:22]=[C:24]([CH3:26])[CH3:23])[N:14]([CH2:15][C:16]([OH:18])([CH3:19])[CH3:17])[C:10]=2[C:9]2[CH:8]=[CH:7][CH:6]=[CH:5][C:4]=2[N:3]=1. Given the reactants [NH2:1][C:2]1[C:11]2[N:12]=[C:13]([CH2:20][O:21][NH2:22])[N:14]([CH2:15][C:16]([CH3:19])([OH:18])[CH3:17])[C:10]=2[C:9]2[CH:8]=[CH:7][CH:6]=[CH:5][C:4]=2[N:3]=1.[CH3:23][C:24]([CH3:26])=O, predict the reaction product. (3) Given the reactants [Cl:1][C:2]1[N:3]=[C:4]([N:13]2[CH2:18][CH2:17][O:16][CH2:15][CH2:14]2)[C:5]2[N:10]=[C:9]([CH:11]=O)[S:8][C:6]=2[N:7]=1.Cl.[CH3:20][S:21]([N:24]1[CH2:29][CH2:28][NH:27][CH2:26][CH2:25]1)(=[O:23])=[O:22].C([O-])(=O)C.[Na+].COC(OC)OC.C(O[BH-](OC(=O)C)OC(=O)C)(=O)C.[Na+], predict the reaction product. The product is: [Cl:1][C:2]1[N:3]=[C:4]([N:13]2[CH2:18][CH2:17][O:16][CH2:15][CH2:14]2)[C:5]2[N:10]=[C:9]([CH2:11][N:27]3[CH2:28][CH2:29][N:24]([S:21]([CH3:20])(=[O:23])=[O:22])[CH2:25][CH2:26]3)[S:8][C:6]=2[N:7]=1.